Dataset: Catalyst prediction with 721,799 reactions and 888 catalyst types from USPTO. Task: Predict which catalyst facilitates the given reaction. (1) Reactant: [C:1]([C:3]1[N:8]=[C:7]([CH2:9][CH2:10][C:11]([O:13][C:14]([CH3:17])([CH3:16])[CH3:15])=[O:12])[CH:6]=[C:5]([S:18]([CH3:21])(=[O:20])=[O:19])[CH:4]=1)#[N:2].[C:22](OC)(=[O:30])[C:23]1[C:24](=[CH:26][CH:27]=[CH:28][CH:29]=1)[SH:25].C(N(CC)CC)C. Product: [O:30]=[C:22]1[C:23]2[CH:29]=[CH:28][CH:27]=[CH:26][C:24]=2[S:25][C:1]([C:3]2[N:8]=[C:7]([CH2:9][CH2:10][C:11]([O:13][C:14]([CH3:15])([CH3:16])[CH3:17])=[O:12])[CH:6]=[C:5]([S:18]([CH3:21])(=[O:20])=[O:19])[CH:4]=2)=[N:2]1. The catalyst class is: 11. (2) Reactant: [CH3:1][O:2][C:3]([C:5]1[C:11]2[NH:12][C:13]3[CH:14]=[CH:15][CH:16]=[CH:17][C:18]=3[C:10]=2[CH2:9][CH2:8][NH:7][CH:6]=1)=[O:4].[C:19](O[C:19]([O:21][C:22]([CH3:25])([CH3:24])[CH3:23])=[O:20])([O:21][C:22]([CH3:25])([CH3:24])[CH3:23])=[O:20].C(N(C(C)C)CC)(C)C. The catalyst class is: 48. Product: [CH3:1][O:2][C:3]([C:5]1[C:11]2[NH:12][C:13]3[CH:14]=[CH:15][CH:16]=[CH:17][C:18]=3[C:10]=2[CH2:9][CH2:8][N:7]([C:19]([O:21][C:22]([CH3:25])([CH3:24])[CH3:23])=[O:20])[CH:6]=1)=[O:4]. (3) Reactant: [CH3:1][C:2]1[N:7]2[N:8]=[C:9](/[CH:11]=[CH:12]/[C:13]3[N:17]([CH3:18])[N:16]=[C:15]([N:19]4[CH2:24][CH2:23][CH2:22][CH2:21][CH2:20]4)[N:14]=3)[N:10]=[C:6]2[C:5]([CH3:25])=[N:4][CH:3]=1. Product: [CH3:1][C:2]1[N:7]2[N:8]=[C:9]([CH2:11][CH2:12][C:13]3[N:17]([CH3:18])[N:16]=[C:15]([N:19]4[CH2:24][CH2:23][CH2:22][CH2:21][CH2:20]4)[N:14]=3)[N:10]=[C:6]2[C:5]([CH3:25])=[N:4][CH:3]=1. The catalyst class is: 43. (4) Reactant: [N:1]12[CH2:9][CH2:8][CH:5]([CH2:6][CH2:7]1)[N:4]([C:10]([C:12]1[O:13][C:14]([C:17]3[CH:22]=[CH:21][C:20]([NH2:23])=[CH:19][CH:18]=3)=[CH:15][CH:16]=1)=[O:11])[CH2:3][CH2:2]2.[C:24]1([N:30]=[C:31]=[O:32])[CH:29]=[CH:28][CH:27]=[CH:26][CH:25]=1.[OH-].[Na+]. Product: [N:1]12[CH2:7][CH2:6][CH:5]([CH2:8][CH2:9]1)[N:4]([C:10]([C:12]1[O:13][C:14]([C:17]3[CH:22]=[CH:21][C:20]([NH:23][C:31]([NH:30][C:24]4[CH:29]=[CH:28][CH:27]=[CH:26][CH:25]=4)=[O:32])=[CH:19][CH:18]=3)=[CH:15][CH:16]=1)=[O:11])[CH2:3][CH2:2]2. The catalyst class is: 4. (5) Reactant: [H-].[H-].[H-].[H-].[Li+].[Al+3].[O:7]1[CH2:12][CH2:11][N:10]([CH2:13][CH2:14][O:15][C:16]2[CH:23]=[CH:22][C:19]([C:20]#[N:21])=[CH:18][CH:17]=2)[CH2:9][CH2:8]1.[NH4+].[Cl-]. Product: [O:7]1[CH2:8][CH2:9][N:10]([CH2:13][CH2:14][O:15][C:16]2[CH:23]=[CH:22][C:19]([CH2:20][NH2:21])=[CH:18][CH:17]=2)[CH2:11][CH2:12]1. The catalyst class is: 7.